From a dataset of Forward reaction prediction with 1.9M reactions from USPTO patents (1976-2016). Predict the product of the given reaction. (1) Given the reactants [CH3:1][C:2]1[CH:7]=[CH:6][C:5]([C:8]2[O:9][C:10]([CH3:13])=[N:11][N:12]=2)=[CH:4][C:3]=1[C:14]1[CH:19]=[CH:18][C:17]([C:20](Cl)=[O:21])=[CH:16][CH:15]=1.[CH3:23][N:24]([CH2:26][C:27]1[CH:28]=[C:29]([CH:31]=[CH:32][C:33]=1[O:34][CH3:35])[NH2:30])[CH3:25], predict the reaction product. The product is: [CH3:25][N:24]([CH2:26][C:27]1[CH:28]=[C:29]([NH:30][C:20]([C:17]2[CH:18]=[CH:19][C:14]([C:3]3[CH:4]=[C:5]([C:8]4[O:9][C:10]([CH3:13])=[N:11][N:12]=4)[CH:6]=[CH:7][C:2]=3[CH3:1])=[CH:15][CH:16]=2)=[O:21])[CH:31]=[CH:32][C:33]=1[O:34][CH3:35])[CH3:23]. (2) Given the reactants Br[C:2]1[CH:7]=[C:6]([F:8])[CH:5]=[CH:4][C:3]=1[NH:9][C:10](=[O:12])[CH3:11].[CH:13]1(B(O)O)[CH2:15][CH2:14]1.C1(P(C2CCCCC2)C2CCCCC2)CCCCC1.P([O-])([O-])([O-])=O.[K+].[K+].[K+], predict the reaction product. The product is: [CH:13]1([C:2]2[CH:7]=[C:6]([F:8])[CH:5]=[CH:4][C:3]=2[NH:9][C:10](=[O:12])[CH3:11])[CH2:15][CH2:14]1. (3) Given the reactants [F:1][C:2]1[C:3]([NH:19][C@@H:20]2[CH2:25][CH2:24][CH2:23][N:22]([C:26](=[O:29])[CH:27]=[CH2:28])[CH2:21]2)=[N:4][C:5]([NH:8][C:9]2[CH:10]=[C:11]3[C:16](=[CH:17][CH:18]=2)[CH2:15][NH:14][CH2:13][CH2:12]3)=[N:6][CH:7]=1.CCN(C(C)C)C(C)C.[C:39](Cl)(=[O:41])[CH3:40], predict the reaction product. The product is: [C:39]([N:14]1[CH2:13][CH2:12][C:11]2[C:16](=[CH:17][CH:18]=[C:9]([NH:8][C:5]3[N:4]=[C:3]([NH:19][C@@H:20]4[CH2:25][CH2:24][CH2:23][N:22]([C:26](=[O:29])[CH:27]=[CH2:28])[CH2:21]4)[C:2]([F:1])=[CH:7][N:6]=3)[CH:10]=2)[CH2:15]1)(=[O:41])[CH3:40]. (4) Given the reactants [Cl:1][C:2]1[CH:3]=[CH:4][C:5]([O:19][CH3:20])=[C:6]([CH:18]=1)[C:7]([NH:9][C:10]1[C:11]([C:15](O)=O)=[N:12][NH:13][CH:14]=1)=[O:8].[CH3:21][O:22][C:23]1[CH:24]=[C:25]([NH2:39])[C:26]([NH2:38])=[CH:27][C:28]=1[O:29][CH2:30]N1CCC(C)CC1.[CH2:40](Cl)CCl.[CH:44]1[CH:45]=[CH:46]C2N(O)N=[N:50][C:48]=2[CH:49]=1, predict the reaction product. The product is: [Cl:1][C:2]1[CH:3]=[CH:4][C:5]([O:19][CH3:20])=[C:6]([CH:18]=1)[C:7]([NH:9][C:10]1[C:11]([C:15]2[NH:39][C:25]3[CH:24]=[C:23]([O:22][CH3:21])[C:28]([O:29][CH2:30][CH:44]4[CH2:49][CH2:48][N:50]([CH3:40])[CH2:46][CH2:45]4)=[CH:27][C:26]=3[N:38]=2)=[N:12][NH:13][CH:14]=1)=[O:8]. (5) Given the reactants [OH:1][C:2]1[CH:7]=[C:6]([Cl:8])[N:5]=[N:4][C:3]=1Cl.[CH:10]1([C:13]2[CH:18]=[CH:17][CH:16]=[C:15]([CH3:19])[C:14]=2[OH:20])[CH2:12][CH2:11]1.CCCCCCCCCC.[OH-].[K+].Cl, predict the reaction product. The product is: [Cl:8][C:6]1[N:5]=[N:4][C:3]([O:20][C:14]2[C:15]([CH3:19])=[CH:16][CH:17]=[CH:18][C:13]=2[CH:10]2[CH2:11][CH2:12]2)=[C:2]([OH:1])[CH:7]=1. (6) Given the reactants C[O:2][C:3](=[O:21])[C:4]1[CH:9]=[CH:8][C:7]([O:10]C)=[N:6][C:5]=1[NH:12][C:13]1[CH:18]=[CH:17][C:16]([Br:19])=[CH:15][C:14]=1[F:20].COC(=O)C1C=CC(Cl)=NC=1NC1C=CC(Br)=CC=1F.C[O-].[Na+].CO, predict the reaction product. The product is: [Br:19][C:16]1[CH:17]=[CH:18][C:13]([NH:12][C:5]2[NH:6][C:7](=[O:10])[CH:8]=[CH:9][C:4]=2[C:3]([OH:21])=[O:2])=[C:14]([F:20])[CH:15]=1.